Dataset: Full USPTO retrosynthesis dataset with 1.9M reactions from patents (1976-2016). Task: Predict the reactants needed to synthesize the given product. (1) Given the product [CH3:1][C:2]1[N:3]([CH2:28][C:29]([OH:31])=[O:30])[C:4]2[CH2:5][CH2:6][C:7]([CH3:27])([CH3:26])[CH2:8][C:9]=2[C:10]=1[S:11][C:12]1[CH:13]=[CH:14][C:15]([S:18]([N:21]2[CH2:22][CH2:23][CH2:24][CH2:25]2)(=[O:20])=[O:19])=[CH:16][CH:17]=1, predict the reactants needed to synthesize it. The reactants are: [CH3:1][C:2]1[N:3]([CH2:28][C:29]([O:31]CC)=[O:30])[C:4]2[CH2:5][CH2:6][C:7]([CH3:27])([CH3:26])[CH2:8][C:9]=2[C:10]=1[S:11][C:12]1[CH:17]=[CH:16][C:15]([S:18]([N:21]2[CH2:25][CH2:24][CH2:23][CH2:22]2)(=[O:20])=[O:19])=[CH:14][CH:13]=1.[OH-].[Na+]. (2) Given the product [CH:10]1[C:11]2[CH:12]([CH2:14][O:15][C:16](=[O:17])[NH:18][CH2:19][C:28](=[O:37])[NH:29][C:30]3[CH:35]=[CH:34][CH:33]=[CH:32][C:31]=3[NH2:36])[C:13]3[C:5](=[CH:4][CH:3]=[CH:2][CH:1]=3)[C:6]=2[CH:7]=[CH:8][CH:9]=1, predict the reactants needed to synthesize it. The reactants are: [CH:1]1[C:13]2[CH:12]([CH2:14][O:15][C:16]([NH:18][CH2:19]C(O)=O)=[O:17])[C:11]3[C:6](=[CH:7][CH:8]=[CH:9][CH:10]=3)[C:5]=2[CH:4]=[CH:3][CH:2]=1.C(O[C:28](=[O:37])[NH:29][C:30]1[CH:35]=[CH:34][CH:33]=[CH:32][C:31]=1[NH2:36])(C)(C)C. (3) Given the product [C:1]([OH:9])(=[O:8])[C:2]1[CH:7]=[CH:6][CH:5]=[CH:4][CH:3]=1.[F:53][C:11]([F:10])([F:52])[C:12]1[CH:13]=[C:14]([C:22]([CH3:50])([CH3:51])[C:23]([N:25]([CH3:49])[C:26]2[C:27]([C:41]3[CH:46]=[CH:45][C:44]([F:47])=[CH:43][C:42]=3[CH3:48])=[CH:28][C:29]([C@@H:32]3[NH:36][C@@:35]([CH3:40])([C:37]([NH2:39])=[O:38])[CH2:34][CH2:33]3)=[N:30][CH:31]=2)=[O:24])[CH:15]=[C:16]([C:18]([F:19])([F:20])[F:21])[CH:17]=1, predict the reactants needed to synthesize it. The reactants are: [C:1]([OH:9])(=[O:8])[C:2]1[CH:7]=[CH:6][CH:5]=[CH:4][CH:3]=1.[F:10][C:11]([F:53])([F:52])[C:12]1[CH:13]=[C:14]([C:22]([CH3:51])([CH3:50])[C:23]([N:25]([CH3:49])[C:26]2[C:27]([C:41]3[CH:46]=[CH:45][C:44]([F:47])=[CH:43][C:42]=3[CH3:48])=[CH:28][C:29]([C@@H:32]3[NH:36][C@@:35]([CH3:40])([C:37]([NH2:39])=[O:38])[CH2:34][CH2:33]3)=[N:30][CH:31]=2)=[O:24])[CH:15]=[C:16]([C:18]([F:21])([F:20])[F:19])[CH:17]=1. (4) Given the product [CH3:1][O:2][C:3]1[CH:28]=[CH:27][C:6]([CH2:7][N:8]2[C:13](=[O:14])[CH2:12][C@@H:11]([C:15]3[CH:20]=[C:19]([F:21])[C:18]([F:22])=[CH:17][C:16]=3[F:23])[C@H:10]([NH:31][C:34](=[O:43])[O:60][CH2:53][C:54]3[CH:59]=[CH:58][CH:57]=[CH:56][CH:55]=3)[CH2:9]2)=[CH:5][CH:4]=1, predict the reactants needed to synthesize it. The reactants are: [CH3:1][O:2][C:3]1[CH:28]=[CH:27][C:6]([CH2:7][N:8]2[C:13](=[O:14])[CH2:12][C@@H:11]([C:15]3[CH:20]=[C:19]([F:21])[C:18]([F:22])=[CH:17][C:16]=3[F:23])[C@H:10](C(O)=O)[CH2:9]2)=[CH:5][CH:4]=1.C([N:31]([CH2:34]C)CC)C.C1(P(N=[N+]=[N-])(C2C=CC=CC=2)=[O:43])C=CC=CC=1.[CH2:53]([OH:60])[C:54]1[CH:59]=[CH:58][CH:57]=[CH:56][CH:55]=1. (5) Given the product [CH3:1][S:2]([C:5]1[CH:10]=[CH:9][C:8]([C:15]2[CH:20]=[CH:19][C:18]([OH:21])=[CH:17][CH:16]=2)=[CH:7][CH:6]=1)(=[O:4])=[O:3], predict the reactants needed to synthesize it. The reactants are: [CH3:1][S:2]([C:5]1[CH:10]=[CH:9][C:8](B(O)O)=[CH:7][CH:6]=1)(=[O:4])=[O:3].Br[C:15]1[CH:20]=[CH:19][C:18]([OH:21])=[CH:17][CH:16]=1.C([O-])([O-])=O.[Na+].[Na+]. (6) Given the product [ClH:29].[CH3:27][S:24]([C:21]1[CH:20]=[CH:19][C:18]([O:17][CH2:16][CH2:15][C@H:14]([CH:11]2[CH2:10][CH2:9][NH:8][CH2:13][CH2:12]2)[CH3:28])=[CH:23][CH:22]=1)(=[O:26])=[O:25], predict the reactants needed to synthesize it. The reactants are: C(OC([N:8]1[CH2:13][CH2:12][CH:11]([C@H:14]([CH3:28])[CH2:15][CH2:16][O:17][C:18]2[CH:23]=[CH:22][C:21]([S:24]([CH3:27])(=[O:26])=[O:25])=[CH:20][CH:19]=2)[CH2:10][CH2:9]1)=O)(C)(C)C.[ClH:29]. (7) Given the product [CH2:1]([O:8][C:9]1[C:13]([CH2:14][CH2:15][CH2:16][O:17][C:29]2[CH:33]=[C:32]([CH2:34][CH2:35][C:36]([OH:38])=[O:37])[N:31]([C:41]3[CH:46]=[CH:45][CH:44]=[CH:43][CH:42]=3)[N:30]=2)=[CH:12][N:11]([C:18]2[CH:23]=[CH:22][C:21]([C:24]([F:26])([F:25])[F:27])=[CH:20][N:19]=2)[N:10]=1)[C:2]1[CH:7]=[CH:6][CH:5]=[CH:4][CH:3]=1, predict the reactants needed to synthesize it. The reactants are: [CH2:1]([O:8][C:9]1[C:13]([CH2:14][CH2:15][CH2:16][OH:17])=[CH:12][N:11]([C:18]2[CH:23]=[CH:22][C:21]([C:24]([F:27])([F:26])[F:25])=[CH:20][N:19]=2)[N:10]=1)[C:2]1[CH:7]=[CH:6][CH:5]=[CH:4][CH:3]=1.O[C:29]1[CH:33]=[C:32]([CH2:34][CH2:35][C:36]([O:38]CC)=[O:37])[N:31]([C:41]2[CH:46]=[CH:45][CH:44]=[CH:43][CH:42]=2)[N:30]=1.C(P(CCCC)CCCC)CCC.N(C(N1CCCCC1)=O)=NC(N1CCCCC1)=O.